Dataset: Forward reaction prediction with 1.9M reactions from USPTO patents (1976-2016). Task: Predict the product of the given reaction. (1) Given the reactants [CH2:1]([N:8]([CH2:15][C:16]1[CH:24]=[CH:23][C:19]([C:20](O)=[O:21])=[C:18]([C:25]2[CH:30]=[CH:29][CH:28]=[CH:27][C:26]=2[CH3:31])[CH:17]=1)[C:9]1[CH:10]=[N:11][CH:12]=[CH:13][CH:14]=1)[C:2]1[CH:7]=[CH:6][CH:5]=[CH:4][CH:3]=1.Cl.[CH3:33][O:34][C:35](=[O:42])[C@H:36]([CH2:38][CH2:39][S:40][CH3:41])[NH2:37].C1C=C2C(N(O)N=NC2=CC=1)=O.CCN=C=NCCCN(C)C.CN1CCOCC1, predict the reaction product. The product is: [CH3:33][O:34][C:35](=[O:42])[C@H:36]([CH2:38][CH2:39][S:40][CH3:41])[NH:37][C:20](=[O:21])[C:19]1[CH:23]=[CH:24][C:16]([CH2:15][N:8]([CH2:1][C:2]2[CH:7]=[CH:6][CH:5]=[CH:4][CH:3]=2)[C:9]2[CH:10]=[N:11][CH:12]=[CH:13][CH:14]=2)=[CH:17][C:18]=1[C:25]1[CH:30]=[CH:29][CH:28]=[CH:27][C:26]=1[CH3:31]. (2) Given the reactants [Cl:1][C:2]1[C:3]([C:9]([OH:11])=[O:10])=[N:4][CH:5]=[C:6]([Cl:8])[N:7]=1.[CH3:12][Si](C=[N+]=[N-])(C)C, predict the reaction product. The product is: [Cl:1][C:2]1[C:3]([C:9]([O:11][CH3:12])=[O:10])=[N:4][CH:5]=[C:6]([Cl:8])[N:7]=1.